Dataset: Full USPTO retrosynthesis dataset with 1.9M reactions from patents (1976-2016). Task: Predict the reactants needed to synthesize the given product. (1) Given the product [F:29][C:10]1[CH:11]=[C:12]([NH:15][C:16](=[O:28])[C:17]([NH:19][CH2:20][CH2:21][C:22]2[CH:23]=[CH:24][CH:25]=[CH:26][CH:27]=2)=[O:18])[CH:13]=[CH:14][C:9]=1[OH:8], predict the reactants needed to synthesize it. The reactants are: C([O:8][C:9]1[CH:14]=[CH:13][C:12]([NH:15][C:16](=[O:28])[C:17]([NH:19][CH2:20][CH2:21][C:22]2[CH:27]=[CH:26][CH:25]=[CH:24][CH:23]=2)=[O:18])=[CH:11][C:10]=1[F:29])C1C=CC=CC=1.Br. (2) Given the product [CH:24]([O:23][C:20]1[C:21]2[C:16](=[CH:15][C:14]([O:34][CH3:35])=[C:13]([O:11][CH2:10][CH2:9][N:3]3[CH2:8][CH2:7][O:6][CH2:5][CH2:4]3)[CH:22]=2)[CH:17]=[C:18]([NH:27][C:28]2[CH:32]=[C:31]([CH3:33])[NH:30][N:29]=2)[N:19]=1)([CH3:26])[CH3:25], predict the reactants needed to synthesize it. The reactants are: [H-].[Na+].[N:3]1([CH2:9][CH2:10][OH:11])[CH2:8][CH2:7][O:6][CH2:5][CH2:4]1.F[C:13]1[CH:22]=[C:21]2[C:16]([CH:17]=[C:18]([NH:27][C:28]3[CH:32]=[C:31]([CH3:33])[NH:30][N:29]=3)[N:19]=[C:20]2[O:23][CH:24]([CH3:26])[CH3:25])=[CH:15][C:14]=1[O:34][CH3:35]. (3) Given the product [Cl:14][C:15]1[CH:22]=[CH:21][CH:20]=[CH:19][C:16]=1[CH2:17][N:8]1[C:9]([CH3:13])([CH3:12])[C:10](=[O:11])[N:7]1[CH:1]1[CH2:2][CH2:3][CH2:4][CH2:5][CH2:6]1, predict the reactants needed to synthesize it. The reactants are: [CH:1]1([N:7]2[C:10](=[O:11])[C:9]([CH3:13])([CH3:12])[NH:8]2)[CH2:6][CH2:5][CH2:4][CH2:3][CH2:2]1.[Cl:14][C:15]1[CH:22]=[CH:21][CH:20]=[CH:19][C:16]=1[CH2:17]Br. (4) Given the product [C:28]1([CH2:27][CH2:26][S:23]([N:20]2[CH2:21][CH2:22][CH:17]([CH2:16][NH:15][C:14]([C:11]3[CH:12]=[N:13][C:8]([NH2:7])=[N:9][CH:10]=3)=[O:34])[CH2:18][CH2:19]2)(=[O:25])=[O:24])[CH:29]=[CH:30][CH:31]=[CH:32][CH:33]=1, predict the reactants needed to synthesize it. The reactants are: C(OC(=O)[NH:7][C:8]1[N:13]=[CH:12][C:11]([C:14](=[O:34])[NH:15][CH2:16][CH:17]2[CH2:22][CH2:21][N:20]([S:23]([CH2:26][CH2:27][C:28]3[CH:33]=[CH:32][CH:31]=[CH:30][CH:29]=3)(=[O:25])=[O:24])[CH2:19][CH2:18]2)=[CH:10][N:9]=1)(C)(C)C. (5) Given the product [C:1]([C:3]1[C:4]([CH2:9][N:10]2[C:19](=[O:20])[C:18]3[N:17]([CH2:21][C:22]#[C:23][CH3:24])[C:16]([N:44]4[CH2:45][CH2:46][CH2:47][C@@H:42]([N:41]5[C:40](=[O:48])[C:39]6=[CH:49][CH:50]=[CH:51][CH:52]=[C:38]6[C:37]5=[O:53])[CH2:43]4)=[N:15][C:14]=3[N:13]([CH3:26])[C:11]2=[O:12])=[N:5][CH:6]=[CH:7][CH:8]=1)#[N:2], predict the reactants needed to synthesize it. The reactants are: [C:1]([C:3]1[C:4]([CH2:9][N:10]2[C:19](=[O:20])[C:18]3[N:17]([CH2:21][C:22]#[C:23][CH3:24])[C:16](Br)=[N:15][C:14]=3[N:13]([CH3:26])[C:11]2=[O:12])=[N:5][CH:6]=[CH:7][CH:8]=1)#[N:2].C([C@H]([C@@H](C(O)=O)O)O)(O)=O.[C:37]1(=[O:53])[N:41]([CH:42]2[CH2:47][CH2:46][CH2:45][NH:44][CH2:43]2)[C:40](=[O:48])[C:39]2=[CH:49][CH:50]=[CH:51][CH:52]=[C:38]12.CN1CCCC1=O.C(N(C(C)C)CC)(C)C.